From a dataset of hERG potassium channel inhibition data for cardiac toxicity prediction from Karim et al.. Regression/Classification. Given a drug SMILES string, predict its toxicity properties. Task type varies by dataset: regression for continuous values (e.g., LD50, hERG inhibition percentage) or binary classification for toxic/non-toxic outcomes (e.g., AMES mutagenicity, cardiotoxicity, hepatotoxicity). Dataset: herg_karim. (1) The compound is CN(CCN1CC2CN(CCOc3ccc(C#N)cc3)CC(C1)O2)S(=O)(=O)c1ccc2c(c1)CCO2. The result is 0 (non-blocker). (2) The result is 1 (blocker). The molecule is Cc1ccc(Oc2ccc(Nc3cncc(N)n3)cc2)cc1. (3) The compound is Cn1cc([C@@]2(c3nnc(N)o3)N[C@@H](c3nc(-c4ccc(F)cn4)c[nH]3)Cc3c2[nH]c2ccccc32)cn1. The result is 0 (non-blocker). (4) The molecule is COc1cc(N2Cc3ccc(Sc4ccc(F)cc4)nc3C2=O)ccc1OCCN1CCCC1. The result is 0 (non-blocker). (5) The molecule is O=C(Nc1cccc([C@@H](c2ccc(C(=O)N3CCC3)cc2)N2CCN(Cc3ccc(F)cc3)CC2)c1)C1CC1. The result is 1 (blocker). (6) The drug is Cc1cn(-c2ccc(-c3cn([C@@H]4CCc5c(F)cccc5N(CC(F)(F)F)C4=O)nn3)cc2)cn1. The result is 1 (blocker).